The task is: Predict which catalyst facilitates the given reaction.. This data is from Catalyst prediction with 721,799 reactions and 888 catalyst types from USPTO. Reactant: CC(C)([O-])C.[K+].[NH:7]1[C:11]2[CH:12]=[CH:13][CH:14]=[CH:15][C:10]=2[N:9]=[CH:8]1.Br[CH2:17][C:18]([O:20][C:21]([CH3:24])([CH3:23])[CH3:22])=[O:19]. Product: [C:21]([O:20][C:18](=[O:19])[CH2:17][N:7]1[C:11]2[CH:12]=[CH:13][CH:14]=[CH:15][C:10]=2[N:9]=[CH:8]1)([CH3:24])([CH3:23])[CH3:22]. The catalyst class is: 523.